This data is from Full USPTO retrosynthesis dataset with 1.9M reactions from patents (1976-2016). The task is: Predict the reactants needed to synthesize the given product. Given the product [S:1]1[C:9]2[CH:8]=[CH:7][N:6]=[CH:5][C:4]=2[CH:3]=[C:2]1[B:15]([OH:20])[OH:16], predict the reactants needed to synthesize it. The reactants are: [S:1]1[C:9]2[CH:8]=[CH:7][N:6]=[CH:5][C:4]=2[CH:3]=[CH:2]1.C([Li])CCC.[B:15](OC(C)C)([O:20]C(C)C)[O:16]C(C)C.